The task is: Predict the reactants needed to synthesize the given product.. This data is from Full USPTO retrosynthesis dataset with 1.9M reactions from patents (1976-2016). (1) Given the product [N:4]1[CH:5]=[CH:6][CH:7]=[C:2]([C:14]2[CH:15]=[C:10]([OH:9])[CH:11]=[CH:12][CH:13]=2)[CH:3]=1, predict the reactants needed to synthesize it. The reactants are: Br[C:2]1[CH:3]=[N:4][CH:5]=[CH:6][CH:7]=1.C[O:9][C:10]1[CH:11]=[C:12](B(O)O)[CH:13]=[CH:14][CH:15]=1.C(=O)([O-])[O-].[Na+].[Na+]. (2) The reactants are: C[O:2][C:3](=O)[CH2:4][CH2:5][CH2:6][CH2:7][CH:8]1[CH2:12][CH2:11][CH:10]([C:13]2[CH:18]=[CH:17][C:16]([F:19])=[CH:15][CH:14]=2)[N:9]1[S:20]([C:23]1[CH:28]=[CH:27][C:26]([CH3:29])=[CH:25][CH:24]=1)(=[O:22])=[O:21].[H-].[Al+3].[Li+].[H-].[H-].[H-]. Given the product [F:19][C:16]1[CH:15]=[CH:14][C:13]([CH:10]2[N:9]([S:20]([C:23]3[CH:24]=[CH:25][C:26]([CH3:29])=[CH:27][CH:28]=3)(=[O:22])=[O:21])[CH:8]([CH2:7][CH2:6][CH2:5][CH2:4][CH2:3][OH:2])[CH2:12][CH2:11]2)=[CH:18][CH:17]=1, predict the reactants needed to synthesize it.